From a dataset of NCI-60 drug combinations with 297,098 pairs across 59 cell lines. Regression. Given two drug SMILES strings and cell line genomic features, predict the synergy score measuring deviation from expected non-interaction effect. (1) Drug 1: C1=CC(=C2C(=C1NCCNCCO)C(=O)C3=C(C=CC(=C3C2=O)O)O)NCCNCCO. Drug 2: CCC1=C2CN3C(=CC4=C(C3=O)COC(=O)C4(CC)O)C2=NC5=C1C=C(C=C5)O. Cell line: OVCAR-5. Synergy scores: CSS=20.7, Synergy_ZIP=-7.15, Synergy_Bliss=-2.46, Synergy_Loewe=-3.40, Synergy_HSA=0.553. (2) Drug 1: C1=CC(=CC=C1C#N)C(C2=CC=C(C=C2)C#N)N3C=NC=N3. Drug 2: CCC1(C2=C(COC1=O)C(=O)N3CC4=CC5=C(C=CC(=C5CN(C)C)O)N=C4C3=C2)O.Cl. Cell line: SK-MEL-28. Synergy scores: CSS=8.01, Synergy_ZIP=-1.99, Synergy_Bliss=3.42, Synergy_Loewe=-4.90, Synergy_HSA=-1.56. (3) Drug 1: C1=CN(C(=O)N=C1N)C2C(C(C(O2)CO)O)O.Cl. Drug 2: CCN(CC)CCNC(=O)C1=C(NC(=C1C)C=C2C3=C(C=CC(=C3)F)NC2=O)C. Cell line: UACC62. Synergy scores: CSS=8.52, Synergy_ZIP=-6.15, Synergy_Bliss=0.616, Synergy_Loewe=-0.754, Synergy_HSA=0.110. (4) Drug 1: CCC1(CC2CC(C3=C(CCN(C2)C1)C4=CC=CC=C4N3)(C5=C(C=C6C(=C5)C78CCN9C7C(C=CC9)(C(C(C8N6C=O)(C(=O)OC)O)OC(=O)C)CC)OC)C(=O)OC)O.OS(=O)(=O)O. Drug 2: C1C(C(OC1N2C=NC(=NC2=O)N)CO)O. Cell line: SK-MEL-28. Synergy scores: CSS=1.81, Synergy_ZIP=-1.95, Synergy_Bliss=-3.09, Synergy_Loewe=-10.8, Synergy_HSA=-5.62.